Dataset: Catalyst prediction with 721,799 reactions and 888 catalyst types from USPTO. Task: Predict which catalyst facilitates the given reaction. (1) Reactant: [O:1]=[C:2]1[CH:7]=[C:6]([C:8]([OH:10])=O)[CH:5]=[CH:4][N:3]1[CH:11]([C:13]1[CH:18]=[CH:17][CH:16]=[CH:15][CH:14]=1)[CH3:12].ON1C2C=CC=CC=2N=N1.Cl.CN(C)CCCN=C=NCC.C(N(CC)CC)C.[NH2:48][CH2:49][C:50]1[C:51]([OH:59])=[N:52][C:53]([CH3:58])=[CH:54][C:55]=1[O:56][CH3:57]. Product: [OH:59][C:51]1[C:50]([CH2:49][NH:48][C:8]([C:6]2[CH:5]=[CH:4][N:3]([CH:11]([C:13]3[CH:18]=[CH:17][CH:16]=[CH:15][CH:14]=3)[CH3:12])[C:2](=[O:1])[CH:7]=2)=[O:10])=[C:55]([O:56][CH3:57])[CH:54]=[C:53]([CH3:58])[N:52]=1. The catalyst class is: 46. (2) Reactant: [O-:1][C:2]1[CH:7]=[CH:6][CH:5]=[CH:4][CH:3]=1.[Li+].[Cl-:9].[Cl-].[Cl-].[C:12]1([Si:18]([C:35]2[CH:40]=[CH:39][CH:38]=[CH:37][CH:36]=2)([C:29]2[CH:34]=[CH:33][CH:32]=[CH:31][CH:30]=2)[C:19]2([Ti+3:28])[C:23]([CH3:24])=[C:22]([CH3:25])[C:21]([CH3:26])=[C:20]2[CH3:27])[CH:17]=[CH:16][CH:15]=[CH:14][CH:13]=1. Product: [O-:1][C:2]1[CH:7]=[CH:6][CH:5]=[CH:4][CH:3]=1.[O-:1][C:2]1[CH:7]=[CH:6][CH:5]=[CH:4][CH:3]=1.[C:12]1([Si:18]([C:35]2[CH:40]=[CH:39][CH:38]=[CH:37][CH:36]=2)([C:29]2[CH:30]=[CH:31][CH:32]=[CH:33][CH:34]=2)[C:19]2([Ti+2:28][Cl:9])[C:23]([CH3:24])=[C:22]([CH3:25])[C:21]([CH3:26])=[C:20]2[CH3:27])[CH:13]=[CH:14][CH:15]=[CH:16][CH:17]=1. The catalyst class is: 7. (3) Reactant: C([NH:8][C:9]1([CH2:15][C:16]([O:18][CH2:19][CH3:20])=[O:17])[CH2:12][S:11](=[O:14])(=[O:13])[CH2:10]1)C1C=CC=CC=1. Product: [NH2:8][C:9]1([CH2:15][C:16]([O:18][CH2:19][CH3:20])=[O:17])[CH2:12][S:11](=[O:14])(=[O:13])[CH2:10]1. The catalyst class is: 50. (4) Reactant: [Br:1][C:2]1[CH:3]=[CH:4][C:5]([Cl:11])=[C:6]([CH:10]=1)[C:7](O)=O.[C:12]1([NH2:19])[CH:17]=[CH:16][CH:15]=[CH:14][C:13]=1[NH2:18].CS(O)(=O)=O. Product: [Br:1][C:2]1[CH:3]=[CH:4][C:5]([Cl:11])=[C:6]([C:7]2[NH:19][C:12]3[CH:17]=[CH:16][CH:15]=[CH:14][C:13]=3[N:18]=2)[CH:10]=1. The catalyst class is: 74. (5) Reactant: C[O:2][C:3]1[CH:4]=[CH:5][C:6]2[CH:12]([CH2:13][CH2:14][OH:15])[CH:11]([C:16]3[CH:21]=[CH:20][C:19]([O:22]C)=[CH:18][CH:17]=3)[CH2:10][CH2:9][CH2:8][C:7]=2[CH:24]=1.CC(C[AlH]CC(C)C)C.CCO.Cl. Product: [OH:15][CH2:14][CH2:13][CH:12]1[C:6]2[CH:5]=[CH:4][C:3]([OH:2])=[CH:24][C:7]=2[CH2:8][CH2:9][CH2:10][CH:11]1[C:16]1[CH:21]=[CH:20][C:19]([OH:22])=[CH:18][CH:17]=1. The catalyst class is: 11. (6) Reactant: [CH3:1][C:2]1[N:11]2[C:5]([CH:6]([O:16][CH:17]3[CH2:22][CH2:21][N:20]([CH3:23])[CH2:19][CH2:18]3)[C:7]3[CH:15]=[CH:14][CH:13]=[CH:12][C:8]=3[CH2:9][CH2:10]2)=[N:4][C:3]=1[C:24]1[CH:38]=[CH:37][C:27]([C:28]([N:30]2[CH2:35][CH2:34][C:33](=[O:36])[CH2:32][CH2:31]2)=[O:29])=[CH:26][CH:25]=1.[BH4-].[Na+].O. Product: [OH:36][CH:33]1[CH2:34][CH2:35][N:30]([C:28]([C:27]2[CH:26]=[CH:25][C:24]([C:3]3[N:4]=[C:5]4[N:11]([CH2:10][CH2:9][C:8]5[CH:12]=[CH:13][CH:14]=[CH:15][C:7]=5[CH:6]4[O:16][CH:17]4[CH2:18][CH2:19][N:20]([CH3:23])[CH2:21][CH2:22]4)[C:2]=3[CH3:1])=[CH:38][CH:37]=2)=[O:29])[CH2:31][CH2:32]1. The catalyst class is: 5. (7) Reactant: C(O)C.[C:4]([C:6]1[CH:7]=[CH:8][C:9]([CH3:43])=[C:10]([N:12]([CH2:29][C:30]([N:32]([N:34]2[CH2:42][C:41]3[C:36](=[CH:37][CH:38]=[CH:39][CH:40]=3)[CH2:35]2)[CH3:33])=[O:31])[CH2:13][C:14]([NH:16][CH2:17][CH2:18][N:19]([C:22]([O:24][C:25]([CH3:28])([CH3:27])[CH3:26])=[O:23])[CH2:20][CH3:21])=[O:15])[CH:11]=1)#[N:5].C([O-])(=O)C.[Na+].[Cl-].[OH:50][NH3+:51]. Product: [NH2:5][C:4](=[N:51][OH:50])[C:6]1[CH:7]=[CH:8][C:9]([CH3:43])=[C:10]([N:12]([CH2:29][C:30]([N:32]([N:34]2[CH2:35][C:36]3[C:41](=[CH:40][CH:39]=[CH:38][CH:37]=3)[CH2:42]2)[CH3:33])=[O:31])[CH2:13][C:14]([NH:16][CH2:17][CH2:18][N:19]([C:22]([O:24][C:25]([CH3:27])([CH3:26])[CH3:28])=[O:23])[CH2:20][CH3:21])=[O:15])[CH:11]=1. The catalyst class is: 175.